From a dataset of B-cell epitopes from IEDB database with 3,159 antigens for binding position prediction. Token-level Classification. Given an antigen amino acid sequence, predict which amino acid positions are active epitope sites capable of antibody binding. Output is a list of indices for active positions. (1) Given the antigen sequence: DTHKSEIAHRFKDLGEEHFKGLVLIAFSQYLQQCPFDEHVKLVNELTEFAKTCVADESHAGCEKSLHTLFGDELCKVASLRETYGDMADCCEKEQPERNECFLSHKDDSPDLPKLKPDPNTLCDEFKADEKKFWGKYLYEIARRHPYFYAPELLYANKYNGVFQECCQAADKGACLLPKIETMREKVLTSSARQRLRCASIQKFGERALKAWSVARLSQKFPKAEFVEVTKLVTDLTKVHKECCHGDLLECADDRADLAKYICBBZBTISSKLKECKDPCLLEKSHCIAEVEKDAIPEDLPPLTADFAEDKDVCKNYQEAKDAFLGSFLYEYSRRHPEYAVSVLLRLAKEYEATLEECCAKDDPHACYTSVFDKLKHLVDEPQNLIKZBCBZFEKLGEYXXXALIVRYTRKVPQVSTPTLVEVSRSLGKVGTRCCTKPESERMPCTEDYLSLILNRLCVLHEKTPVESKVTKCCTESLVNRRPCFSALTPDETYVPKAFD..., which amino acid positions are active epitope sites? The epitope positions are: [125, 126, 127, 128, 129, 130, 131, 132, 133, 134, 135, 136, 137, 138, 139, 140, 141, 142, 143]. The amino acids at these positions are: FKADEKKFWGKYLYEIARR. (2) Given the antigen sequence: MFPYPTLNYPPMAPINPMAYRDPNPPRRRWRPFRPPLAAQIEDLRRSIANLTLKQRAPNPPAGPPAKRKKPAPSLSLRRKKKRPPPPAKKQKRKPKPGKRQRMCMKLESDKTFPIMLNGQVNGYACVVGGRVFKPLHVEGRIDNEQLAAIKLKKASIYDLEYGDVPQCMKSDTLQYTSDKPPGFYNWHHGAVQYENNRFTVPRGVGGKGDSGRPILDNKGRVVAIVLGGVNEGSRTALSVVTWNQKGVTVKDTPEGSEPWSLATVMCVLANITFPCDQPPCMPCCYEKNPHETLTMLEQNYDSRAYDQLLDAAVKCNARRTRRDLDTHFTQYKLARPYIADCPNCGHSRCDSPIAIEEVRGDAHAGVIRIQTSAMFGLKTDGVDLAYMSFMNGKTQKSIKIDNLHVRTSAPCSLVSHHGYYILAQCPPGDTVTVGFHDGPNRHTCTVAHKVEFRPVGREKYRHPPEHGVELPCNRYTHKRADQGHYVEMHQPGLVADHSL..., which amino acid positions are active epitope sites? The epitope positions are: [583, 584, 585, 586, 587, 588, 589, 590, 591, 592, 593, 594, 595, 596, 597, 598]. The amino acids at these positions are: AKCIATLAPEPLVEHK. (3) Given the antigen sequence: MSTKYLAAYALASLSKASPSQADVEAICRAVHIDVEKDTLSFVMESVAGRDMATLMAEGAAKMSAMPAAGSGAAAGGAAPAAGAAAPAAAAAKKEEEPEEEADDDMGFGLFD, which amino acid positions are active epitope sites? The epitope positions are: [99, 100, 101, 102, 103, 104, 105, 106, 107, 108, 109, 110, 111]. The amino acids at these positions are: EEADDDMGFGLFD. (4) The epitope positions are: [70, 71, 72, 73, 74, 75, 76, 77, 78, 79, 80, 81, 82, 83, 84, 85, 86, 87, 88, 89]. The amino acids at these positions are: FPRLHVSETRPQGPRRLWIN. Given the antigen sequence: MASVVGWGPHSLHACPALVLSNDVTIDAWCPLCGPHERLQFERIDTTLTCETHRINWTADGRPCGLNGTLFPRLHVSETRPQGPRRLWINCPLPAVRAQPGPVSLSPFERSPFQPYQCQLPSASSDGCPIIGHGLLPWNNLVTHPVLRKVLILNQMANFSLLPSFDTLLVDPLRLSVFAPDTRGAIRYLSTLLTLCPATCILPLGEPFSPNVPICRFPRDSNEPPLSEFELPLIQTPGLSWSVPAIDLFLTGPPSPCDRLHVWSSPQALQRFLHDPTLTWSELVASRKIRLDSPLKLQLLENEWLSRLF, which amino acid positions are active epitope sites? (5) Given the antigen sequence: MSNFKVRDPVIQERLDHDYAHHPLVARMNTLDQGNMSQAEYLVQKRHYLVFLIAHHYYEAYLRRMGGIQRRDHLQTLRDQKPRERADRVSAASAYDAGTFTVPSRPGPASGTTPGGQDSLGVSGSSITTLSSGPHSLSPASDILTTLSSTTETAAPAVADARKPPSGKKK, which amino acid positions are active epitope sites? The epitope positions are: [110, 111, 112, 113, 114, 115, 116, 117, 118, 119, 120, 121, 122, 123, 124, 125, 126, 127, 128, 129]. The amino acids at these positions are: GTTPGGQDSLGVSGSSITTL. (6) Given the antigen sequence: MFPYPTLNYPPMAPVNPMAYRDPNPPRRRWRPFRPPLAAQIEDLRRSIANLTFKQRAPNPPAGPPAKRKKPAPKPKPAAPKKKRQPPPAKKQKRKQKPGKRQRMCMKLESDKTFPIMLKGQVNGYACVFGGRVFKPLHVEGKIDNEQLAAIKLKKASIYDLEYGDVPQCMKSDTLQYTSEKPPGFYNWHHGAVQYENNRFTVPRGVGGKGDSGRPILDNRGRVVAIVLGGANEGSRTALSVVTWNQKGVTVKDTPEGSEPWSLTTVMCVLTNITFPCDQPPCMPCCYEKNPHETLSMLEQNYDSQAYDLLLDAAVKCNGRRTRRDLETHFTQYKLARPYIADCSNCGHGRCDSPIAIEDIRGDAHAGYIRIQTSAMFGLKSDGVDLAYMSFMNGKTLKAIKIEHLYARTSAPCSLVSYHGYYILAQCPPGDTVTVGFQDGANKHMCTIAHKVEFKPVGREKYRHPPEQGVESPCTKYTHKRADQGHYVEMHQPGLVADHS..., which amino acid positions are active epitope sites? The epitope positions are: [353, 354, 355, 356, 357, 358, 359, 360, 361, 362, 363, 364, 365, 366, 367, 368]. The amino acids at these positions are: PIAIEDIRGDAHAGYI. (7) Given the antigen sequence: MMGLFPRTTGALAIFVVVILVHGELRIETKGQYDEEEMTMQQAKRRQKREWVKFAKPCREGEDNSKRNPIAKITSDYQATQKITYRISGVGIDQPPFGIFVVDKNTGDINITAIVDREETPSFLITCRALNAQGLDVEKPLILTVKILDINDNPPVFSQQIFMGEIEENSASNSLVMILNATDADEPNHLNSKIAFKIVSQEPAGTPMFLLSRNTGEVRTLTNSLDREQASSYRLVVSGADKDGEGLSTQCECNIKVKDVNDNFPMFRDSQYSARIEENILSSELLRFQVTDLDEEYTDNWLAVYFFTSGNEGNWFEIQTDPRTNEGILKVVKALDYEQLQSVKLSIAVKNKAEFHQSVISRYRVQSTPVTIQVINVREGIAFRPASKTFTVQKGISSKKLVDYILGTYQAIDEDTNKAASNVKYVMGRNDGGYLMIDSKTAEIKFVKNMNRDSTFIVNKTITAEVLAIDEYTGKTSTGTVYVRVPDFNDNCPTAVLEKD..., which amino acid positions are active epitope sites? The epitope positions are: [189, 190, 191, 192, 193, 194, 195, 196, 197, 198, 199, 200, 201, 202, 203]. The amino acids at these positions are: LNSKIAFKIVSQEPA. (8) Given the antigen sequence: MENVRRMALGLVVMMALALSGVGASVMEDTLLSVLFETYNPKVRPAQTVGDKVTVRVGLTLTNLLILNEKIEEMTTNVFLNLAWTDYRLQWDPAAYEGIKDLRIPSSDVWQPDIVLMNNNDGSFEITLHVNVLVQHTGAVSWQPSAIYRSSCTIKVMYFPFDWQNCTMVFKSYTYDTSEVTLQHALDAKGEREVKEIVINKDAFTENGQWSIEHKPSRKNWRSDDPSYEDVTFYLIIQRKPLFYIVYTIIPCILISILAILVFYLPPDAGEKMSLSISALLAVTVFLLLLADKVPETSLSVPIIIRYLMFIMILVAFSVILSVVVLNLHHRSPNTHTMPNWIRQIFIETLPPFLWIQRPVTTPSPDSKPTIISRANDEYFIRKPAGDFVCPVDNARVAVQPERLFSEMKWHLNGLTQPVTLPQDLKEAVEAIKYIAEQLESASEFDDLKKDWQYVAMVADRLFLYVFFVICSIGTFSIFLDASHNVPPDNPFA, which amino acid positions are active epitope sites? The epitope positions are: [377, 378, 379, 380, 381, 382]. The amino acids at these positions are: EYFIRK. (9) Given the antigen sequence: MRVKGIRRNYQHWWGWGTMLLGLLMICSATEKLWVTVYYGVPVWKEATTTLFCASDAKAYDTEVHNVWATQACVPTDPNPQEVELVNVTENFNMWKNNMVEQMHEDIISLWDQSLKPCVKLTPLCVTLNCTDLRNTTNTNNSTANNNSNSEGTIKGGEMKNCSFNITTSIRDKMQKEYALLYKLDIVSIDNDSTSYRLISCNTSVITQACPKISFEPIPIHYCAPAGFAILKCNDKKFSGKGSCKNVSTVQCTHGIRPVVSTQLLLNGSLAEEEVVIRSENFTDNAKTIIVHLNESVQINCTRPNYNKRKRIHIGPGRAFYTTKNIIGTIRQAHCNISRAKWNDTLRQIVSKLKEQFKNKTIVFNQSSGGDPEIVMHSFNCGGEFFYCNTSPLFNSTWNGNNTWNNTTGSNNNITLQCKIKQIINMWQEVGKAMYAPPIEGQIRCSSNITGLLLTRDGGKDTDTNDTEIFRPGGGDMRDNWRSELYKYKVVTIEPLGVAP..., which amino acid positions are active epitope sites? The epitope positions are: [671, 672, 673, 674, 675, 676, 677, 678, 679, 680, 681, 682, 683]. The amino acids at these positions are: NWFDITNWLWYIK.